From a dataset of NCI-60 drug combinations with 297,098 pairs across 59 cell lines. Regression. Given two drug SMILES strings and cell line genomic features, predict the synergy score measuring deviation from expected non-interaction effect. (1) Drug 1: C1CCN(CC1)CCOC2=CC=C(C=C2)C(=O)C3=C(SC4=C3C=CC(=C4)O)C5=CC=C(C=C5)O. Drug 2: C#CCC(CC1=CN=C2C(=N1)C(=NC(=N2)N)N)C3=CC=C(C=C3)C(=O)NC(CCC(=O)O)C(=O)O. Cell line: MOLT-4. Synergy scores: CSS=3.45, Synergy_ZIP=0.266, Synergy_Bliss=-1.01, Synergy_Loewe=2.84, Synergy_HSA=-5.46. (2) Drug 1: CC12CCC3C(C1CCC2=O)CC(=C)C4=CC(=O)C=CC34C. Drug 2: C1=CC=C(C=C1)NC(=O)CCCCCCC(=O)NO. Cell line: NCI-H226. Synergy scores: CSS=22.2, Synergy_ZIP=-0.0495, Synergy_Bliss=5.14, Synergy_Loewe=2.92, Synergy_HSA=4.98.